This data is from Forward reaction prediction with 1.9M reactions from USPTO patents (1976-2016). The task is: Predict the product of the given reaction. (1) Given the reactants Cl[C:2]1[C:6]([C:7]2[CH:12]=[CH:11][CH:10]=[CH:9][CH:8]=2)=[N:5][S:4][N:3]=1.C[Si]([N-:17][Si](C)(C)C)(C)C.[Li+].Cl, predict the reaction product. The product is: [NH2:17][C:2]1[C:6]([C:7]2[CH:12]=[CH:11][CH:10]=[CH:9][CH:8]=2)=[N:5][S:4][N:3]=1. (2) Given the reactants ClC1C=C(N2C(C)=NC(S)=N2)C=CC=1Cl.C(=O)([O-])[O-].[K+].[K+].Cl.ClCC[N:26]1[CH2:31][CH2:30][O:29][CH2:28][CH2:27]1.[C:32]([OH:37])(=[O:36])[C:33]([OH:35])=[O:34], predict the reaction product. The product is: [C:32]([OH:37])(=[O:36])[C:33]([OH:35])=[O:34].[NH:26]1[CH2:31][CH2:30][O:29][CH2:28][CH2:27]1. (3) The product is: [CH:1]([NH:5][CH:6]1[CH:11]([NH2:12])[C:10]([C:15]2[CH:20]=[CH:19][C:18]([O:21][CH:22]([F:24])[F:23])=[CH:17][C:16]=2[Cl:25])=[CH:9][CH:8]=[N:7]1)([CH2:3][CH3:4])[CH3:2]. Given the reactants [CH:1]([NH:5][CH:6]1[CH:11]([N+:12]([O-])=O)[C:10]([C:15]2[CH:20]=[CH:19][C:18]([O:21][CH:22]([F:24])[F:23])=[CH:17][C:16]=2[Cl:25])=[CH:9][CH:8]=[N:7]1)([CH2:3][CH3:4])[CH3:2].[NH4+].[OH-].[O-]S(S([O-])=O)=O.[Na+].[Na+], predict the reaction product. (4) Given the reactants C(O[C:6](=O)[NH:7][C:8]1[CH:13]=[C:12]([F:14])[CH:11]=[CH:10][C:9]=1[NH2:15])(C)(C)C.[CH:17]1([CH:23]=O)[CH2:22][CH2:21][CH2:20][CH2:19][CH2:18]1.Cl[C:26]1[CH:27]=[C:28]([CH2:32][C:33]([OH:35])=O)[CH:29]=[CH:30][CH:31]=1.[CH:36]1([N+:42]#[C-])[CH2:41][CH2:40][CH2:39][CH2:38][CH2:37]1.[ClH:44], predict the reaction product. The product is: [Cl:44][C:21]1[CH:22]=[C:17]([CH:18]=[CH:19][CH:20]=1)[CH2:23][C:6]1[N:15]([CH:32]([CH:28]2[CH2:27][CH2:26][CH2:31][CH2:30][CH2:29]2)[C:33]([NH:42][CH:36]2[CH2:41][CH2:40][CH2:39][CH2:38][CH2:37]2)=[O:35])[C:9]2[CH:10]=[CH:11][C:12]([F:14])=[CH:13][C:8]=2[N:7]=1. (5) Given the reactants P([O-])([O-])([O-])=O.[K+].[K+].[K+].[F:9][C:10]1[CH:19]=[C:18]2[C:13]([CH2:14][CH2:15][C:16](=[O:20])[NH:17]2)=[N:12][CH:11]=1.Br[CH2:22][CH:23]([O:26][CH3:27])[O:24][CH3:25].O, predict the reaction product. The product is: [CH3:25][O:24][CH:23]([O:26][CH3:27])[CH2:22][N:17]1[C:18]2[C:13](=[N:12][CH:11]=[C:10]([F:9])[CH:19]=2)[CH2:14][CH2:15][C:16]1=[O:20]. (6) Given the reactants [Cl:1][C:2]1[CH:3]=[C:4]([C@@H:9]([O:19][C:20](=[O:38])[NH:21][C:22]2[CH:23]=[C:24]3[C:28](=[CH:29][CH:30]=2)[N:27](C(OC(C)(C)C)=O)[N:26]=[CH:25]3)[C@@H:10]2[CH2:15][CH2:14][CH2:13][CH2:12][N:11]2C([O-])=O)[CH:5]=[CH:6][C:7]=1[Cl:8].Cl, predict the reaction product. The product is: [NH:27]1[C:28]2[C:24](=[CH:23][C:22]([NH:21][C:20](=[O:38])[O:19][C@H:9]([C:4]3[CH:5]=[CH:6][C:7]([Cl:8])=[C:2]([Cl:1])[CH:3]=3)[C@@H:10]3[CH2:15][CH2:14][CH2:13][CH2:12][NH:11]3)=[CH:30][CH:29]=2)[CH:25]=[N:26]1. (7) Given the reactants [CH3:1][O:2][C:3]1[N:8]=[CH:7][C:6]([N:9]2[C:13]([C:14]3[N:15]=[N:16][CH:17]=[CH:18][CH:19]=3)=[CH:12][C:11]([C:20]([O-:22])=O)=[N:10]2)=[CH:5][CH:4]=1.[Li+].[C:24]([NH2:28])([CH3:27])([CH3:26])[CH3:25], predict the reaction product. The product is: [C:24]([NH:28][C:20]([C:11]1[CH:12]=[C:13]([C:14]2[N:15]=[N:16][CH:17]=[CH:18][CH:19]=2)[N:9]([C:6]2[CH:7]=[N:8][C:3]([O:2][CH3:1])=[CH:4][CH:5]=2)[N:10]=1)=[O:22])([CH3:27])([CH3:26])[CH3:25]. (8) Given the reactants [N:1]12[CH2:8][CH2:7][CH:4]([CH2:5][CH2:6]1)[CH:3]([OH:9])[CH2:2]2.[H-].[Na+].[Br:12][C:13]1[CH:14]=[C:15]([N:19]=[C:20]=[O:21])[CH:16]=[CH:17][CH:18]=1, predict the reaction product. The product is: [N:1]12[CH2:8][CH2:7][CH:4]([CH2:5][CH2:6]1)[CH:3]([O:9][C:20](=[O:21])[NH:19][C:15]1[CH:16]=[CH:17][CH:18]=[C:13]([Br:12])[CH:14]=1)[CH2:2]2. (9) Given the reactants [C:1]([N:4]1[CH2:9][CH2:8][C:7]2[N:10]([CH:32]3[CH2:37][CH2:36][O:35][CH2:34][CH2:33]3)[N:11]=[C:12]([N:13]3[C:22]4[C:17](=[CH:18][C:19]([C:26]5[CH:27]=[N:28][N:29]([CH3:31])[CH:30]=5)=[C:20](B(O)O)[CH:21]=4)[CH2:16][CH2:15][CH2:14]3)[C:6]=2[CH2:5]1)(=[O:3])[CH3:2].COC1C=CC(S(NN=[C:51]2[CH2:54][O:53][CH2:52]2)(=O)=O)=CC=1.C(=O)([O-])[O-].[Cs+].[Cs+], predict the reaction product. The product is: [CH3:31][N:29]1[CH:30]=[C:26]([C:19]2[CH:18]=[C:17]3[C:22](=[CH:21][C:20]=2[CH:51]2[CH2:54][O:53][CH2:52]2)[N:13]([C:12]2[C:6]4[CH2:5][N:4]([C:1](=[O:3])[CH3:2])[CH2:9][CH2:8][C:7]=4[N:10]([CH:32]4[CH2:37][CH2:36][O:35][CH2:34][CH2:33]4)[N:11]=2)[CH2:14][CH2:15][CH2:16]3)[CH:27]=[N:28]1.